From a dataset of Forward reaction prediction with 1.9M reactions from USPTO patents (1976-2016). Predict the product of the given reaction. (1) Given the reactants [CH3:1][C:2]1[CH:11]=[CH:10][C:5]([C:6](OC)=[O:7])=[CH:4][N:3]=1.[H-].[Al+3].[Li+].[H-].[H-].[H-], predict the reaction product. The product is: [CH3:1][C:2]1[N:3]=[CH:4][C:5]([CH2:6][OH:7])=[CH:10][CH:11]=1. (2) Given the reactants [CH2:1]([O:8][C:9]1[CH:10]=[C:11]([CH:14]=[CH:15][C:16]=1[O:17][CH2:18][C:19]1[CH:24]=[CH:23][CH:22]=[CH:21][CH:20]=1)[CH:12]=[O:13])[C:2]1[CH:7]=[CH:6][CH:5]=[CH:4][CH:3]=1.[BH4-].[Na+], predict the reaction product. The product is: [CH2:1]([O:8][C:9]1[CH:10]=[C:11]([CH:14]=[CH:15][C:16]=1[O:17][CH2:18][C:19]1[CH:24]=[CH:23][CH:22]=[CH:21][CH:20]=1)[CH2:12][OH:13])[C:2]1[CH:3]=[CH:4][CH:5]=[CH:6][CH:7]=1. (3) Given the reactants N1C=[CH:5][CH:4]=[C:3](B(O)O)[CH:2]=1.O.O.P([O-])([O-])([O-])=O.[K+].[K+].[K+].[Cl:20][C:21]1[N:26]=[C:25]2[N:27]([CH:31]3[CH2:36][CH2:35][CH2:34][CH2:33][O:32]3)[N:28]=[C:29](I)[C:24]2=[C:23]([CH:37]([F:39])[F:38])[CH:22]=1.CO[CH2:42][CH2:43][O:44][CH3:45].O, predict the reaction product. The product is: [Cl:20][C:21]1[N:26]=[C:25]2[N:27]([CH:31]3[CH2:36][CH2:35][CH2:34][CH2:33][O:32]3)[N:28]=[C:29]([C:5]3[CH:4]=[CH:3][CH:2]=[C:43]([O:44][CH3:45])[CH:42]=3)[C:24]2=[C:23]([CH:37]([F:39])[F:38])[CH:22]=1. (4) Given the reactants Br[C:2]1[CH:3]=[C:4]([C:8]2([C:18]3[CH:19]=[N:20][CH:21]=[C:22]([F:24])[CH:23]=3)[C:16]3[C:11](=[CH:12][CH:13]=[CH:14][CH:15]=3)[C:10]([NH2:17])=[N:9]2)[CH:5]=[CH:6][CH:7]=1.[F:25][C:26]1[C:31](B(O)O)=[CH:30][CH:29]=[CH:28][N:27]=1, predict the reaction product. The product is: [F:24][C:22]1[CH:23]=[C:18]([C:8]2([C:4]3[CH:5]=[CH:6][CH:7]=[C:2]([C:31]4[C:26]([F:25])=[N:27][CH:28]=[CH:29][CH:30]=4)[CH:3]=3)[C:16]3[C:11](=[CH:12][CH:13]=[CH:14][CH:15]=3)[C:10]([NH2:17])=[N:9]2)[CH:19]=[N:20][CH:21]=1.